Dataset: CYP2D6 inhibition data for predicting drug metabolism from PubChem BioAssay. Task: Regression/Classification. Given a drug SMILES string, predict its absorption, distribution, metabolism, or excretion properties. Task type varies by dataset: regression for continuous measurements (e.g., permeability, clearance, half-life) or binary classification for categorical outcomes (e.g., BBB penetration, CYP inhibition). Dataset: cyp2d6_veith. (1) The result is 0 (non-inhibitor). The compound is NP(N)(=O)NC(=O)c1ccc(F)cc1. (2) The compound is COc1ncc2nc(-c3cccs3)c(=O)n(CCc3ccccc3)c2n1. The result is 0 (non-inhibitor). (3) The molecule is CSC1(SC2=NCCN2)SC2(NCCN2)S1. The result is 1 (inhibitor).